Dataset: Catalyst prediction with 721,799 reactions and 888 catalyst types from USPTO. Task: Predict which catalyst facilitates the given reaction. (1) Reactant: [C:1]([C:4]1[C:12]2[O:11][C:10]([CH:13]3[CH2:18][CH2:17][N:16]([C:19](OCC4C=CC=CC=4)=O)[CH2:15][CH2:14]3)=[N:9][C:8]=2[CH:7]=[CH:6][CH:5]=1)(=[O:3])[NH2:2].[CH:29](=O)[CH2:30]C.[H][H]. Product: [CH2:19]([N:16]1[CH2:15][CH2:14][CH:13]([C:10]2[O:11][C:12]3[C:4]([C:1]([NH2:2])=[O:3])=[CH:5][CH:6]=[CH:7][C:8]=3[N:9]=2)[CH2:18][CH2:17]1)[CH2:29][CH3:30]. The catalyst class is: 19. (2) Reactant: [N+:1]([C:4]1[CH:24]=[CH:23][C:7]([O:8][C:9]2[CH:10]=[CH:11][C:12]([NH:19]C(=O)C)=[C:13]([CH:18]=2)[C:14]([O:16][CH3:17])=[O:15])=[CH:6][CH:5]=1)([O-:3])=[O:2].Cl.C([O-])(O)=O.[Na+]. Product: [N+:1]([C:4]1[CH:5]=[CH:6][C:7]([O:8][C:9]2[CH:10]=[CH:11][C:12]([NH2:19])=[C:13]([CH:18]=2)[C:14]([O:16][CH3:17])=[O:15])=[CH:23][CH:24]=1)([O-:3])=[O:2]. The catalyst class is: 5. (3) Reactant: [CH2:1]([O:8][C:9]([NH:11]C(C(O)=O)CC(=O)N)=[O:10])[C:2]1[CH:7]=[CH:6][CH:5]=[CH:4][CH:3]=1.[C:20](OCC)(=O)C.[C:26](#[N:28])C.[C:29]([OH:32])(=[O:31])[CH3:30].[C:33]([OH:36])(=[O:35])C.I([C:39]1[CH:44]=[CH:43]C=CC=1)=O. Product: [CH2:1]([O:8][C:9]([NH:11][CH:30]([CH2:26][NH:28][C:33]([O:36][C:44]([CH3:43])([CH3:39])[CH3:20])=[O:35])[C:29]([OH:32])=[O:31])=[O:10])[C:2]1[CH:3]=[CH:4][CH:5]=[CH:6][CH:7]=1. The catalyst class is: 6. (4) Reactant: [Br:1][C:2]1[CH:3]=[C:4]2[C:9](Cl)=[C:8]([C:11]([NH2:13])=[O:12])[CH:7]=[N:6][N:5]2[CH:14]=1.Cl.[F:16][C:17]([CH3:22])([CH3:21])[C@H:18]([NH2:20])[CH3:19].FC(C)(C)[C@H](NC1C2N(C=CC=2)N=CC=1C(N)=O)C.C(N(C(C)C)CC)(C)C. Product: [Br:1][C:2]1[CH:3]=[C:4]2[C:9]([NH:20][C@H:18]([CH3:19])[C:17]([F:16])([CH3:22])[CH3:21])=[C:8]([C:11]([NH2:13])=[O:12])[CH:7]=[N:6][N:5]2[CH:14]=1. The catalyst class is: 179. (5) Product: [O:10]1[CH2:11][CH2:12][C:7](=[C:5]([CH3:6])[CH2:4][OH:3])[CH2:8][CH2:9]1. Reactant: C([O:3][C:4](=O)[C:5](=[C:7]1[CH2:12][CH2:11][O:10][CH2:9][CH2:8]1)[CH3:6])C.[H-].[Al+3].[Li+].[H-].[H-].[H-]. The catalyst class is: 28.